This data is from Catalyst prediction with 721,799 reactions and 888 catalyst types from USPTO. The task is: Predict which catalyst facilitates the given reaction. (1) Reactant: [Br:1][C:2]1[CH:11]=[C:10]2[C:5]([C:6](Cl)=[CH:7][CH:8]=[N:9]2)=[CH:4][CH:3]=1.[O-:13][CH2:14][CH3:15].[Na+].O1CCOCC1. Product: [Br:1][C:2]1[CH:11]=[C:10]2[C:5]([C:6]([O:13][CH2:14][CH3:15])=[CH:7][CH:8]=[N:9]2)=[CH:4][CH:3]=1. The catalyst class is: 8. (2) Reactant: [Br:1][C:2]1[S:23][C:5]2[N:6]([CH3:22])[C:7](=[O:21])[N:8]([CH2:11][CH2:12][CH2:13][O:14][CH:15]3[CH2:20][CH2:19][CH2:18][CH2:17][O:16]3)[C:9](=[O:10])[C:4]=2[C:3]=1[CH:24]=[O:25].[CH2:26]([Mg]Br)[CH:27]([CH3:29])[CH3:28]. Product: [Br:1][C:2]1[S:23][C:5]2[N:6]([CH3:22])[C:7](=[O:21])[N:8]([CH2:11][CH2:12][CH2:13][O:14][CH:15]3[CH2:20][CH2:19][CH2:18][CH2:17][O:16]3)[C:9](=[O:10])[C:4]=2[C:3]=1[CH:24]([OH:25])[CH2:26][CH:27]([CH3:29])[CH3:28]. The catalyst class is: 677. (3) Reactant: [Cl-].[NH+]1C=CC=CC=1.C[O:9][C:10]1[C:11]([NH:16][C:17]2[CH:22]=[CH:21][CH:20]=[CH:19][CH:18]=2)=[N:12][CH:13]=[CH:14][CH:15]=1. Product: [C:17]1([NH:16][C:11]2[C:10]([OH:9])=[CH:15][CH:14]=[CH:13][N:12]=2)[CH:22]=[CH:21][CH:20]=[CH:19][CH:18]=1. The catalyst class is: 33. (4) Reactant: [C:1]1([CH2:7][C:8]([CH:10]2[CH2:14][CH2:13][CH2:12][O:11]2)=O)[CH:6]=[CH:5][CH:4]=[CH:3][CH:2]=1.[CH2:15]([O:17][C:18]1[CH:19]=[C:20]([CH:23]=[C:24]([N+:27]([O-:29])=[O:28])[C:25]=1[OH:26])[CH:21]=O)[CH3:16].[NH2:30][C:31]([NH2:33])=[O:32].Cl. Product: [CH2:15]([O:17][C:18]1[CH:19]=[C:20]([CH:21]2[C:7]([C:1]3[CH:6]=[CH:5][CH:4]=[CH:3][CH:2]=3)=[C:8]([CH:10]3[CH2:14][CH2:13][CH2:12][O:11]3)[NH:33][C:31](=[O:32])[NH:30]2)[CH:23]=[C:24]([N+:27]([O-:29])=[O:28])[C:25]=1[OH:26])[CH3:16]. The catalyst class is: 14. (5) Reactant: [Br:1][C:2]1[C:10]2[C:5](=[CH:6][CH:7]=[CH:8][C:9]=2[N+:11]([O-:13])=[O:12])[NH:4][N:3]=1.C(=O)([O-])[O-].[K+].[K+].Cl.Cl[CH2:22][C:23]1[CH:28]=[CH:27][CH:26]=[C:25]([CH3:29])[N:24]=1. Product: [Br:1][C:2]1[C:10]2[C:5](=[CH:6][CH:7]=[CH:8][C:9]=2[N+:11]([O-:13])=[O:12])[N:4]([CH2:22][C:23]2[CH:28]=[CH:27][CH:26]=[C:25]([CH3:29])[N:24]=2)[N:3]=1. The catalyst class is: 3. (6) Reactant: [Cl:1][C:2]1[CH:7]=[CH:6][C:5]2[C:8]3([O:26][C:27](=[O:28])[C:4]=2[CH:3]=1)[CH:14](I)[CH2:13][NH:12][C:11](=[O:16])[C:10]1[S:17][C:18]([N:20]2[CH2:25][CH2:24][O:23][CH2:22][CH2:21]2)=[N:19][C:9]3=1.N(C(C)(C)C#N)=NC(C)(C)C#N.C([SnH](CCCC)CCCC)CCC. Product: [Cl:1][C:2]1[CH:7]=[CH:6][C:5]2[C:8]3([O:26][C:27](=[O:28])[C:4]=2[CH:3]=1)[CH2:14][CH2:13][NH:12][C:11](=[O:16])[C:10]1[S:17][C:18]([N:20]2[CH2:21][CH2:22][O:23][CH2:24][CH2:25]2)=[N:19][C:9]3=1. The catalyst class is: 11. (7) Reactant: [OH:1][C:2]1[CH:7]=[CH:6][C:5]([CH2:8][C:9]([OH:11])=[O:10])=[CH:4][CH:3]=1.[OH-].[K+].[CH3:14][O:15][C:16](=[O:25])[C:17]1[CH:22]=[CH:21][CH:20]=[CH:19][C:18]=1[CH2:23]Br. Product: [CH3:14][O:15][C:16]([C:17]1[CH:22]=[CH:21][CH:20]=[CH:19][C:18]=1[CH2:23][O:1][C:2]1[CH:3]=[CH:4][C:5]([CH2:8][C:9]([OH:11])=[O:10])=[CH:6][CH:7]=1)=[O:25]. The catalyst class is: 8.